From a dataset of Forward reaction prediction with 1.9M reactions from USPTO patents (1976-2016). Predict the product of the given reaction. (1) Given the reactants O=[C:2]1[N:7]=[CH:6][NH:5][C:4]2[CH:8]=[C:9]([C:12]#[N:13])[CH:10]=[N:11][C:3]1=2.C(N(CC)C(C)C)(C)C.P(Cl)(Cl)([Cl:25])=O, predict the reaction product. The product is: [Cl:25][C:2]1[C:3]2[N:11]=[CH:10][C:9]([C:12]#[N:13])=[CH:8][C:4]=2[N:5]=[CH:6][N:7]=1. (2) Given the reactants [CH:1]1[C:9]2[C:8]3[CH:10]=[CH:11][CH:12]=[CH:13][C:7]=3[O:6][C:5]=2[CH:4]=[CH:3][CH:2]=1.CC([O-])(C)C.[K+].[SiH](CC)(CC)CC, predict the reaction product. The product is: [C:9]1([C:8]2[CH:7]=[CH:13][CH:12]=[CH:11][CH:10]=2)[C:5]([OH:6])=[CH:4][CH:3]=[CH:2][CH:1]=1.